From a dataset of Full USPTO retrosynthesis dataset with 1.9M reactions from patents (1976-2016). Predict the reactants needed to synthesize the given product. (1) Given the product [OH:25][CH2:24][CH2:23][NH:22][C:3]1[C:2]([C:30]2[CH:31]=[N:32][C:27]([CH3:26])=[CH:28][CH:29]=2)=[CH:21][C:6]([C:7]([NH:9][C:10]2[CH:15]=[CH:14][C:13]([O:16][C:17]([F:20])([F:19])[F:18])=[CH:12][CH:11]=2)=[O:8])=[CH:5][N:4]=1, predict the reactants needed to synthesize it. The reactants are: Br[C:2]1[C:3]([NH:22][CH2:23][CH2:24][OH:25])=[N:4][CH:5]=[C:6]([CH:21]=1)[C:7]([NH:9][C:10]1[CH:15]=[CH:14][C:13]([O:16][C:17]([F:20])([F:19])[F:18])=[CH:12][CH:11]=1)=[O:8].[CH3:26][C:27]1[N:32]=[CH:31][C:30](B(O)O)=[CH:29][CH:28]=1. (2) Given the product [C:11]([O:10][C:9]([N:8]([C@H:16]1[CH2:24][CH2:23][CH2:22][C@H:21]([O:25][CH2:26][C:27]([CH3:29])=[CH2:28])[C@@H:20]([O:30][CH:44]=[CH:43][C:42](=[O:45])[CH3:41])[C@H:19]([CH3:31])[O:18][C:17]1=[O:32])[C:6](=[O:7])[O:5][C:1]([CH3:2])([CH3:4])[CH3:3])=[O:15])([CH3:14])([CH3:13])[CH3:12], predict the reactants needed to synthesize it. The reactants are: [C:1]([O:5][C:6]([N:8]([C@H:16]1[CH2:24][CH2:23][CH2:22][C@H:21]([O:25][CH2:26][C:27]([CH3:29])=[CH2:28])[C@@H:20]([OH:30])[C@H:19]([CH3:31])[O:18][C:17]1=[O:32])[C:9](=[O:15])[O:10][C:11]([CH3:14])([CH3:13])[CH3:12])=[O:7])([CH3:4])([CH3:3])[CH3:2].C1N2CCN(CC2)C1.[CH3:41][C:42](=[O:45])[C:43]#[CH:44]. (3) Given the product [C:1]([O:5][C:6]([N:8]1[CH:13]2[CH2:14][CH2:15][CH:9]1[CH2:10][CH:11]([O:16][S:25]([CH3:24])(=[O:27])=[O:26])[CH2:12]2)=[O:7])([CH3:4])([CH3:2])[CH3:3], predict the reactants needed to synthesize it. The reactants are: [C:1]([O:5][C:6]([N:8]1[CH:13]2[CH2:14][CH2:15][CH:9]1[CH2:10][CH:11]([OH:16])[CH2:12]2)=[O:7])([CH3:4])([CH3:3])[CH3:2].C(N(CC)CC)C.[CH3:24][S:25](Cl)(=[O:27])=[O:26]. (4) Given the product [CH:25]1([C:23]2[N:11]([S:12]([CH3:15])(=[O:14])=[O:13])[C:3]3[C:2]([CH:24]=2)=[CH:7][C:6]([N+:8]([O-:10])=[O:9])=[CH:5][CH:4]=3)[CH2:30][CH2:29][CH2:28][CH2:27][CH2:26]1, predict the reactants needed to synthesize it. The reactants are: I[C:2]1[CH:7]=[C:6]([N+:8]([O-:10])=[O:9])[CH:5]=[CH:4][C:3]=1[NH:11][S:12]([CH3:15])(=[O:14])=[O:13].C(N(CC)CC)C.[C:23]([CH:25]1[CH2:30][CH2:29][CH2:28][CH2:27][CH2:26]1)#[CH:24].CCOC(C)=O. (5) Given the product [CH2:13]([O:20][C:21]([C:23]1([CH:29]([OH:31])[CH3:30])[CH2:28][CH2:27][CH2:26][O:25][CH2:24]1)=[O:22])[C:14]1[CH:15]=[CH:16][CH:17]=[CH:18][CH:19]=1, predict the reactants needed to synthesize it. The reactants are: C(NC(C)C)(C)C.C([Li])CCC.[CH2:13]([O:20][C:21]([CH:23]1[CH2:28][CH2:27][CH2:26][O:25][CH2:24]1)=[O:22])[C:14]1[CH:19]=[CH:18][CH:17]=[CH:16][CH:15]=1.[CH:29](=[O:31])[CH3:30]. (6) Given the product [F:32][C:19]1[CH:18]=[CH:17][C:16]([O:15][C:12]2[CH:13]=[CH:14][C:9]3[N:10]([CH:33]=[C:7]([NH:6][C:4](=[O:5])[CH2:1][OH:39])[N:8]=3)[N:11]=2)=[CH:21][C:20]=1[NH:22][C:23]([C:25]1[N:29]([CH3:30])[N:28]=[C:27]([CH3:31])[CH:26]=1)=[O:24], predict the reactants needed to synthesize it. The reactants are: [CH:1]1([C:4]([NH:6][C:7]2[N:8]=[C:9]3[CH:14]=[CH:13][C:12]([O:15][C:16]4[CH:17]=[CH:18][C:19]([F:32])=[C:20]([NH:22][C:23]([C:25]5[N:29]([CH3:30])[N:28]=[C:27]([CH3:31])[CH:26]=5)=[O:24])[CH:21]=4)=[N:11][N:10]3[CH:33]=2)=[O:5])CC1.CO.Cl.C(OCC(O)=O)(=[O:39])C.Cl.CN(C)CCCN=C=NCC.ON1C2C=CC=CC=2N=N1.C(N(C(C)C)C(C)C)C.C(=O)([O-])[O-].[Na+].[Na+]. (7) Given the product [NH2:32][C:30](=[O:31])[C:29]([C:8]1[C:7]2[C:11](=[CH:12][CH:13]=[CH:14][C:6]=2[O:5][CH2:4][C:3]([OH:34])=[O:2])[N:10]([CH2:15][C:16]2[CH:17]=[C:18]([C:22]3[CH:23]=[CH:24][CH:25]=[CH:26][CH:27]=3)[CH:19]=[CH:20][CH:21]=2)[C:9]=1[CH3:28])=[O:33], predict the reactants needed to synthesize it. The reactants are: C[O:2][C:3](=[O:34])[CH2:4][O:5][C:6]1[CH:14]=[CH:13][CH:12]=[C:11]2[C:7]=1[C:8]([C:29](=[O:33])[C:30]([NH2:32])=[O:31])=[C:9]([CH3:28])[N:10]2[CH2:15][C:16]1[CH:17]=[C:18]([C:22]2[CH:27]=[CH:26][CH:25]=[CH:24][CH:23]=2)[CH:19]=[CH:20][CH:21]=1.CO.[Na].